From a dataset of Full USPTO retrosynthesis dataset with 1.9M reactions from patents (1976-2016). Predict the reactants needed to synthesize the given product. (1) Given the product [CH:32]([NH:35][C:29]([C:10]1[N:11]([CH3:28])[C:12]([CH2:16][NH:17][S:18]([C:21]2[CH:26]=[CH:25][C:24]([CH3:27])=[CH:23][CH:22]=2)(=[O:20])=[O:19])=[CH:13][C:14](=[O:15])[C:9]=1[O:8][CH2:1][C:2]1[CH:7]=[CH:6][CH:5]=[CH:4][CH:3]=1)=[O:31])([CH3:34])[CH3:33], predict the reactants needed to synthesize it. The reactants are: [CH2:1]([O:8][C:9]1[C:14](=[O:15])[CH:13]=[C:12]([CH2:16][NH:17][S:18]([C:21]2[CH:26]=[CH:25][C:24]([CH3:27])=[CH:23][CH:22]=2)(=[O:20])=[O:19])[N:11]([CH3:28])[C:10]=1[C:29]([OH:31])=O)[C:2]1[CH:7]=[CH:6][CH:5]=[CH:4][CH:3]=1.[CH:32]([NH:35]C(C1N(C)C(CNS(C2C=CC=CC=2)(=O)=O)=CC(=O)C=1OCC1C=CC=CC=1)=O)([CH3:34])[CH3:33]. (2) Given the product [CH3:43][C@H:41]1[NH:42][C:5](=[O:8])[N:39]([C:36]2[CH:37]=[N:38][C:33]([O:32][C:25]3[CH:26]=[C:27]([O:30][CH3:31])[CH:28]=[CH:29][C:24]=3[CH3:23])=[CH:34][CH:35]=2)[C:40]1=[O:44], predict the reactants needed to synthesize it. The reactants are: CC1C=C[C:5]([O:8]C)=CC=1OC1C=CC(NC(=O)[C@@H](C)N)=CC=1.[CH3:23][C:24]1[CH:29]=[CH:28][C:27]([O:30][CH3:31])=[CH:26][C:25]=1[O:32][C:33]1[N:38]=[CH:37][C:36]([NH:39][C:40](=[O:44])[C@@H:41]([CH3:43])[NH2:42])=[CH:35][CH:34]=1. (3) The reactants are: Br[C:2]1[CH:15]=[CH:14][CH:13]=[CH:12][C:3]=1[O:4][C:5]1[N:10]=[CH:9][N:8]=[C:7]([NH2:11])[CH:6]=1.[F:16][C:17]1[CH:22]=[C:21](B2OC(C)(C)C(C)(C)O2)[CH:20]=[CH:19][C:18]=1[C:32]1[CH:33]=[N:34][C:35]([NH2:38])=[N:36][CH:37]=1. Given the product [NH2:11][C:7]1[N:8]=[CH:9][N:10]=[C:5]([O:4][C:3]2[CH:12]=[CH:13][CH:14]=[CH:15][C:2]=2[C:21]2[CH:20]=[CH:19][C:18]([C:32]3[CH:37]=[N:36][C:35]([NH2:38])=[N:34][CH:33]=3)=[C:17]([F:16])[CH:22]=2)[CH:6]=1, predict the reactants needed to synthesize it. (4) Given the product [I:1][C:2]1[CH:8]=[CH:7][C:5]([NH:6][C:24](=[O:25])[C:23]2[CH:27]=[CH:28][CH:29]=[C:21]([C:20]([F:19])([F:30])[F:31])[CH:22]=2)=[CH:4][C:3]=1[CH3:9], predict the reactants needed to synthesize it. The reactants are: [I:1][C:2]1[CH:8]=[CH:7][C:5]([NH2:6])=[CH:4][C:3]=1[CH3:9].CCN(C(C)C)C(C)C.[F:19][C:20]([F:31])([F:30])[C:21]1[CH:22]=[C:23]([CH:27]=[CH:28][CH:29]=1)[C:24](Cl)=[O:25]. (5) Given the product [Cl:33][C:30]1[CH:29]=[CH:28][C:27]([C:11]([CH:24]2[CH2:25][CH2:26]2)([C:12]2[C:20]3[C:15](=[C:16]([CH2:21][S:22][CH3:23])[CH:17]=[CH:18][CH:19]=3)[NH:14][CH:13]=2)[CH2:10][CH2:9][C:1]#[N:2])=[CH:32][CH:31]=1, predict the reactants needed to synthesize it. The reactants are: [C-:1]#[N:2].[K+].CS(O[CH2:9][CH2:10][C:11]([C:27]1[CH:32]=[CH:31][C:30]([Cl:33])=[CH:29][CH:28]=1)([CH:24]1[CH2:26][CH2:25]1)[C:12]1[C:20]2[C:15](=[C:16]([CH2:21][S:22][CH3:23])[CH:17]=[CH:18][CH:19]=2)[NH:14][CH:13]=1)(=O)=O.O. (6) Given the product [C:41]([O:45][C:46]([N:48]1[CH2:53][CH2:52][N:51]([C:54](=[O:63])[CH2:55][C:56]2[CH:57]=[CH:58][C:59]([N:27]3[C:17]4[N:18]=[C:19]([N:21]5[CH2:26][CH2:25][O:24][CH2:23][CH2:22]5)[N:20]=[C:15]([C:12]5[CH:11]=[N:10][C:9]([N:8]([CH2:7][C:6]6[CH:5]=[CH:4][C:3]([O:2][CH3:1])=[CH:40][CH:39]=6)[CH2:30][C:31]6[CH:32]=[CH:33][C:34]([O:37][CH3:38])=[CH:35][CH:36]=6)=[N:14][CH:13]=5)[C:16]=4[CH2:29][CH2:28]3)=[CH:60][CH:61]=2)[CH2:50][CH2:49]1)=[O:47])([CH3:44])([CH3:42])[CH3:43], predict the reactants needed to synthesize it. The reactants are: [CH3:1][O:2][C:3]1[CH:40]=[CH:39][C:6]([CH2:7][N:8]([CH2:30][C:31]2[CH:36]=[CH:35][C:34]([O:37][CH3:38])=[CH:33][CH:32]=2)[C:9]2[N:14]=[CH:13][C:12]([C:15]3[C:16]4[CH2:29][CH2:28][NH:27][C:17]=4[N:18]=[C:19]([N:21]4[CH2:26][CH2:25][O:24][CH2:23][CH2:22]4)[N:20]=3)=[CH:11][N:10]=2)=[CH:5][CH:4]=1.[C:41]([O:45][C:46]([N:48]1[CH2:53][CH2:52][N:51]([C:54](=[O:63])[CH2:55][C:56]2[CH:61]=[CH:60][C:59](Br)=[CH:58][CH:57]=2)[CH2:50][CH2:49]1)=[O:47])([CH3:44])([CH3:43])[CH3:42].